This data is from TCR-epitope binding with 47,182 pairs between 192 epitopes and 23,139 TCRs. The task is: Binary Classification. Given a T-cell receptor sequence (or CDR3 region) and an epitope sequence, predict whether binding occurs between them. The epitope is RLFRKSNLK. The TCR CDR3 sequence is CASSNDREVTYGYTF. Result: 0 (the TCR does not bind to the epitope).